From a dataset of Full USPTO retrosynthesis dataset with 1.9M reactions from patents (1976-2016). Predict the reactants needed to synthesize the given product. (1) Given the product [NH2:1][CH:2]1[CH:7]([CH3:8])[CH2:6][NH:5][CH2:4][C:3]1([CH3:18])[CH2:16][CH3:17], predict the reactants needed to synthesize it. The reactants are: [NH2:1][CH:2]1[CH:7]([CH3:8])[CH2:6][N:5](CC2C=CC=CC=2)[CH2:4][C:3]1([CH3:18])[CH2:16][CH3:17]. (2) Given the product [CH2:20]([O:19][C:17]([CH2:16][S:11][CH2:10][C@@H:9]([C:12]([OH:14])=[O:13])[NH:8][C:6]([O:5][C:1]([CH3:4])([CH3:2])[CH3:3])=[O:7])=[O:18])[C:21]1[CH:26]=[CH:25][CH:24]=[CH:23][CH:22]=1, predict the reactants needed to synthesize it. The reactants are: [C:1]([O:5][C:6]([NH:8][C@H:9]([C:12]([OH:14])=[O:13])[CH2:10][SH:11])=[O:7])([CH3:4])([CH3:3])[CH3:2].Br[CH2:16][C:17]([O:19][CH2:20][C:21]1[CH:26]=[CH:25][CH:24]=[CH:23][CH:22]=1)=[O:18].C(N(CC)CC)C. (3) Given the product [NH2:1][C:2]1[N:7]=[CH:6][N:5]=[C:4]2[N:8]([C@@H:12]3[CH2:17][CH2:16][CH2:15][N:14]([C:18]([O:20][C:21]([CH3:24])([CH3:23])[CH3:22])=[O:19])[CH2:13]3)[N:9]=[C:10]([C:29]3[CH:34]=[CH:33][C:32]([NH2:35])=[CH:31][CH:30]=3)[C:3]=12, predict the reactants needed to synthesize it. The reactants are: [NH2:1][C:2]1[N:7]=[CH:6][N:5]=[C:4]2[N:8]([C@@H:12]3[CH2:17][CH2:16][CH2:15][N:14]([C:18]([O:20][C:21]([CH3:24])([CH3:23])[CH3:22])=[O:19])[CH2:13]3)[N:9]=[C:10](I)[C:3]=12.[Cl-].B([C:29]1[CH:34]=[CH:33][C:32]([NH3+:35])=[CH:31][CH:30]=1)(O)O.COCCOC.C(=O)([O-])[O-].[Na+].[Na+]. (4) Given the product [CH3:37][C:32]([C:29]1[CH:30]=[CH:31][CH:26]=[CH:27][CH:28]=1)([CH3:36])[C:33]([OH:35])=[O:34], predict the reactants needed to synthesize it. The reactants are: OC(N1CCC(CCCC([C:26]2[CH:31]=[CH:30][C:29]([C:32]([CH3:37])([CH3:36])[C:33]([OH:35])=[O:34])=[CH:28][CH:27]=2)=O)CC1)(C1C=CC=CC=1)C1C=CC=CC=1.[BH4-].[Na+]. (5) Given the product [CH3:42][CH2:43][CH2:44][CH2:45][CH2:46][CH2:47][CH2:48][CH2:49][CH3:50], predict the reactants needed to synthesize it. The reactants are: C(C1C=CC(OCCCCCOC2C=CC(C#N)=CC=2)=CC=1)#N.C(=O)([O-])[O-].[Na+].[Na+].Cl.NO.Cl.C(C1C=CC(O[CH2:42][CH2:43][CH2:44][CH2:45][CH2:46][CH2:47][CH2:48][CH2:49][C:50](O)=O)=CC=1)(=N)N.